The task is: Binary Classification. Given a drug SMILES string, predict its activity (active/inactive) in a high-throughput screening assay against a specified biological target.. This data is from Serine/threonine kinase 33 screen with 319,792 compounds. (1) The compound is s1c(NC(=O)c2cc(OC)ccc2)nc(CC(OCC)=O)c1. The result is 0 (inactive). (2) The compound is O=c1n(CC(C)C)cc(c2c1cc(OC)c(OC)c2)C(=O)Nc1cc2OCOc2cc1. The result is 0 (inactive). (3) The compound is O=C(NN\C=C1/C=C([N+]([O-])=O)C=CC1=O)Cn1nc(nn1)c1ccccc1. The result is 0 (inactive). (4) The compound is O(CCN1CCN(CC1)C)c1ccc(Cc2ccccc2)cc1. The result is 0 (inactive). (5) The molecule is S(=O)(=O)(N(C)C)c1cc(c(N2CCCC2)cc1)C(OCC(=O)N1CCN(CC1)c1ccc(OC)cc1)=O. The result is 0 (inactive). (6) The drug is o1c2c(CCCC2)c/2c1C=CC(=O)C2=C\Nc1ccc(cc1)C(O)=O. The result is 1 (active). (7) The drug is O=C(NCCN1CCOCC1)C1CCC(CC1)CCCCC. The result is 0 (inactive).